Dataset: Forward reaction prediction with 1.9M reactions from USPTO patents (1976-2016). Task: Predict the product of the given reaction. (1) Given the reactants [CH:1]([Si:4]([CH:16]([CH3:18])[CH3:17])([CH:13]([CH3:15])[CH3:14])[O:5][CH2:6][C:7]1[CH:11]=[CH:10][O:9][C:8]=1[CH3:12])([CH3:3])[CH3:2].C([Li])(CC)C.[Cl-].[NH4+].[O:26]1CCC[CH2:27]1, predict the reaction product. The product is: [CH3:12][C:8]1[O:9][C:10]([CH:27]=[O:26])=[CH:11][C:7]=1[CH2:6][O:5][Si:4]([CH:1]([CH3:3])[CH3:2])([CH:13]([CH3:15])[CH3:14])[CH:16]([CH3:18])[CH3:17]. (2) Given the reactants [S:1]1[C:5]([NH2:6])=[N:4][CH:3]=[N:2]1.[CH3:7][O:8][C:9]1[CH:16]=[C:15]([O:17][CH3:18])[CH:14]=[CH:13][C:10]=1[CH:11]=O.C(O[BH-](OC(=O)C)OC(=O)C)(=O)C.[Na+].C([O-])(O)=O.[Na+], predict the reaction product. The product is: [CH3:7][O:8][C:9]1[CH:16]=[C:15]([O:17][CH3:18])[CH:14]=[CH:13][C:10]=1[CH2:11][NH:6][C:5]1[S:1][N:2]=[CH:3][N:4]=1.